Dataset: Peptide-MHC class II binding affinity with 134,281 pairs from IEDB. Task: Regression. Given a peptide amino acid sequence and an MHC pseudo amino acid sequence, predict their binding affinity value. This is MHC class II binding data. (1) The peptide sequence is PKGGAESSSKAALTS. The MHC is DRB3_0202 with pseudo-sequence DRB3_0202. The binding affinity (normalized) is 0. (2) The peptide sequence is LLKLTVAVGLHFHEM. The MHC is HLA-DQA10103-DQB10603 with pseudo-sequence HLA-DQA10103-DQB10603. The binding affinity (normalized) is 0. (3) The peptide sequence is GKIDFLNNYALFLSP. The MHC is DRB1_0101 with pseudo-sequence DRB1_0101. The binding affinity (normalized) is 1.00. (4) The peptide sequence is IEEPTAAAIAYGLDR. The MHC is HLA-DQA10401-DQB10402 with pseudo-sequence HLA-DQA10401-DQB10402. The binding affinity (normalized) is 0.610. (5) The peptide sequence is LKLREVYTQLCDHRL. The MHC is DRB1_0401 with pseudo-sequence DRB1_0401. The binding affinity (normalized) is 0.431.